This data is from Full USPTO retrosynthesis dataset with 1.9M reactions from patents (1976-2016). The task is: Predict the reactants needed to synthesize the given product. (1) Given the product [N:1]([C:4]1[C:5]2[NH:12][CH:11]=[C:10]([C@H:13]3[C@H:17]([OH:18])[C@H:16]([OH:19])[C@@H:15]([CH2:20][O:21][C:36]([C:37]4[CH:42]=[CH:41][CH:40]=[CH:39][CH:38]=4)([C:49]4[CH:50]=[CH:51][CH:52]=[CH:53][CH:54]=4)[C:43]4[CH:44]=[CH:45][CH:46]=[CH:47][CH:48]=4)[N:14]3[C:22]([O:24][C:25]([CH3:28])([CH3:27])[CH3:26])=[O:23])[C:6]=2[N:7]=[CH:8][N:9]=1)=[N+:2]=[N-:3], predict the reactants needed to synthesize it. The reactants are: [N:1]([C:4]1[C:5]2[NH:12][CH:11]=[C:10]([C@H:13]3[C@H:17]([OH:18])[C@H:16]([OH:19])[C@@H:15]([CH2:20][OH:21])[N:14]3[C:22]([O:24][C:25]([CH3:28])([CH3:27])[CH3:26])=[O:23])[C:6]=2[N:7]=[CH:8][N:9]=1)=[N+:2]=[N-:3].N1C=CC=CC=1.Cl[C:36]([C:49]1[CH:54]=[CH:53][CH:52]=[CH:51][CH:50]=1)([C:43]1[CH:48]=[CH:47][CH:46]=[CH:45][CH:44]=1)[C:37]1[CH:42]=[CH:41][CH:40]=[CH:39][CH:38]=1.C(Cl)(Cl)Cl. (2) Given the product [SH:1][C:2]1[NH:3][C:4]2[CH:10]=[C:9]([NH:11][C:12](=[O:16])[C:13]([N:27]3[CH2:28][CH2:29][CH:24]([O:23][C:20]4[CH:21]=[CH:22][C:17]([CH3:30])=[CH:18][CH:19]=4)[CH2:25][CH2:26]3)=[O:15])[CH:8]=[CH:7][C:5]=2[N:6]=1, predict the reactants needed to synthesize it. The reactants are: [SH:1][C:2]1[NH:3][C:4]2[CH:10]=[C:9]([NH:11][C:12](=[O:16])[C:13]([OH:15])=O)[CH:8]=[CH:7][C:5]=2[N:6]=1.[C:17]1([CH3:30])[CH:22]=[CH:21][C:20]([O:23][CH:24]2[CH2:29][CH2:28][NH:27][CH2:26][CH2:25]2)=[CH:19][CH:18]=1. (3) Given the product [CH3:30][C:28]1[CH:27]=[C:26]2[C:22]([CH:23]=[CH:24][NH:25]2)=[C:21]([C:55]2[N:56]=[C:57]([C:67]3([S:70]([CH3:73])(=[O:71])=[O:72])[CH2:68][CH2:69]3)[CH:58]=[C:59]([N:61]3[CH2:66][CH2:65][O:64][CH2:63][CH2:62]3)[N:60]=2)[CH:29]=1, predict the reactants needed to synthesize it. The reactants are: C1(P(C2CCCCC2)C2CCCCC2)CCCCC1.Br[C:21]1[CH:29]=[C:28]([CH3:30])[CH:27]=[C:26]2[C:22]=1[CH:23]=[CH:24][NH:25]2.C([O-])(=O)C.[K+].B1(B2OC(C)(C)C(C)(C)O2)OC(C)(C)C(C)(C)O1.Cl[C:55]1[N:60]=[C:59]([N:61]2[CH2:66][CH2:65][O:64][CH2:63][CH2:62]2)[CH:58]=[C:57]([C:67]2([S:70]([CH3:73])(=[O:72])=[O:71])[CH2:69][CH2:68]2)[N:56]=1.C(=O)([O-])[O-].[Na+].[Na+]. (4) Given the product [OH:25][C:24]1[C:19](=[O:18])[NH:20][N:21]=[C:22]([CH:33]([CH3:34])[CH3:35])[CH:23]=1, predict the reactants needed to synthesize it. The reactants are: C(C1C=C(O)C(=O)NN=1)C.C([O:18][C:19]1[N:20]=[N:21][C:22]([C:33]([CH3:35])=[CH2:34])=[CH:23][C:24]=1[O:25]CC1C=CC=CC=1)C1C=CC=CC=1.